Dataset: Reaction yield outcomes from USPTO patents with 853,638 reactions. Task: Predict the reaction yield, written as a fraction of the theoretical maximum amount of product (1.0 means a 100% yield; for example, 0.34 means a 34% yield). (1) The reactants are S([O:11][C:12]1[CH:13]=[N:14][C:15]([CH2:18][O:19]C(=O)C)=[CH:16][CH:17]=1)(C1C=CC(C)=CC=1)(=O)=O.[OH-].[Na+].Cl. The catalyst is O.C(OCC)(=O)C. The product is [OH:11][C:12]1[CH:17]=[CH:16][C:15]([CH2:18][OH:19])=[N:14][CH:13]=1. The yield is 0.800. (2) The catalyst is C(Cl)Cl. The yield is 0.320. The reactants are B(F)(F)F.CCOCC.[C:10](#[N:14])[CH2:11][C:12]#[N:13].[N+](=[CH:17][C:18]([C:20]1[CH:25]=[CH:24][CH:23]=[CH:22][CH:21]=1)=[O:19])=[N-]. The product is [C:20]1([C:18]2[O:19][C:12]([CH2:11][C:10]#[N:14])=[N:13][CH:17]=2)[CH:25]=[CH:24][CH:23]=[CH:22][CH:21]=1. (3) The reactants are [Cl:1][C:2]1[CH:7]=[CH:6][C:5]([CH2:8]Cl)=[CH:4][N+:3]=1[O-:10].[NH:11]1[CH2:16][CH2:15][O:14][CH2:13][CH2:12]1.C(=O)([O-])[O-].[K+].[K+]. The catalyst is C(#N)C. The product is [Cl:1][C:2]1[CH:7]=[CH:6][C:5]([CH2:8][N:11]2[CH2:16][CH2:15][O:14][CH2:13][CH2:12]2)=[CH:4][N+:3]=1[O-:10]. The yield is 0.810. (4) The reactants are C([O:8][C:9]1[CH:10]=[C:11]([O:30][CH3:31])[C:12]2[N:17]=[N:16][C:15]3=[C:18]([CH3:28])[N:19]=[C:20]([C:21]4[CH:26]=[CH:25][N:24]=[CH:23][C:22]=4[CH3:27])[N:14]3[C:13]=2[CH:29]=1)C1C=CC=CC=1.C1COCC1.C([O-])=O.[NH4+]. The catalyst is [Pd].CO. The product is [CH3:31][O:30][C:11]1[C:12]2[N:17]=[N:16][C:15]3=[C:18]([CH3:28])[N:19]=[C:20]([C:21]4[CH:26]=[CH:25][N:24]=[CH:23][C:22]=4[CH3:27])[N:14]3[C:13]=2[CH:29]=[C:9]([OH:8])[CH:10]=1. The yield is 0.732.